Dataset: Reaction yield outcomes from USPTO patents with 853,638 reactions. Task: Predict the reaction yield, written as a fraction of the theoretical maximum amount of product (1.0 means a 100% yield; for example, 0.34 means a 34% yield). The reactants are [Cl:1][C:2]1[CH:3]=[C:4]([CH:7]=[CH:8][CH:9]=1)[C:5]#[N:6].[CH2:10]([OH:12])[CH3:11].Cl. No catalyst specified. The product is [ClH:1].[Cl:1][C:2]1[CH:3]=[C:4]([CH:7]=[CH:8][CH:9]=1)[C:5](=[NH:6])[O:12][CH2:10][CH3:11]. The yield is 0.840.